From a dataset of Forward reaction prediction with 1.9M reactions from USPTO patents (1976-2016). Predict the product of the given reaction. (1) Given the reactants Cl[CH2:2][C:3]([NH:5][C:6]1[CH:27]=[CH:26][C:9]2[N:10]=[C:11]([NH:14][CH:15]3[C:23]4[C:18](=[CH:19][CH:20]=[CH:21][C:22]=4[O:24][CH3:25])[CH2:17][CH2:16]3)[O:12][CH2:13][C:8]=2[CH:7]=1)=[O:4].[CH3:28][N:29]1[CH2:34][CH2:33][NH:32][CH2:31][CH2:30]1, predict the reaction product. The product is: [CH3:25][O:24][C:22]1[CH:21]=[CH:20][CH:19]=[C:18]2[C:23]=1[CH:15]([NH:14][C:11]1[O:12][CH2:13][C:8]3[CH:7]=[C:6]([NH:5][C:3](=[O:4])[CH2:2][N:32]4[CH2:33][CH2:34][N:29]([CH3:28])[CH2:30][CH2:31]4)[CH:27]=[CH:26][C:9]=3[N:10]=1)[CH2:16][CH2:17]2. (2) Given the reactants [O:1]=[S:2]1(=[O:40])[CH2:7][CH:6]=[C:5]([C:8]2[CH:13]=[CH:12][C:11]([C:14]3[C:18]4[CH:19]=[C:20]([O:23][CH2:24][C:25]5[CH:30]=[CH:29][C:28]([C@@H:31]([C:36]#[C:37][CH3:38])[CH2:32][C:33]([O-:35])=[O:34])=[CH:27][CH:26]=5)[CH:21]=[CH:22][C:17]=4[S:16][CH:15]=3)=[C:10]([CH3:39])[CH:9]=2)[CH2:4][CH2:3]1.[Li+].[OH-].Cl, predict the reaction product. The product is: [O:40]=[S:2]1(=[O:1])[CH2:3][CH:4]=[C:5]([C:8]2[CH:13]=[CH:12][C:11]([C:14]3[C:18]4[CH:19]=[C:20]([O:23][CH2:24][C:25]5[CH:26]=[CH:27][C:28]([C@@H:31]([C:36]#[C:37][CH3:38])[CH2:32][C:33]([OH:35])=[O:34])=[CH:29][CH:30]=5)[CH:21]=[CH:22][C:17]=4[S:16][CH:15]=3)=[C:10]([CH3:39])[CH:9]=2)[CH2:6][CH2:7]1. (3) Given the reactants [F:1][C:2]([F:11])([F:10])[C:3]1[CH:8]=[CH:7][CH:6]=[CH:5][C:4]=1[OH:9].C1N2CN3CN(C2)CN1C3.FC(F)(F)[C:24](O)=[O:25], predict the reaction product. The product is: [OH:9][C:4]1[CH:5]=[CH:6][C:7]([CH:24]=[O:25])=[CH:8][C:3]=1[C:2]([F:10])([F:11])[F:1]. (4) Given the reactants [C:1]1([C@@H:7]([NH:9][C:10]2[N:15]=[C:14]([N:16]3[C:20]4[CH:21]=[CH:22][C:23]([NH2:25])=[CH:24][C:19]=4[N:18]=[CH:17]3)[CH:13]=[N:12][CH:11]=2)[CH3:8])[CH:6]=[CH:5][CH:4]=[CH:3][CH:2]=1.Cl.[C:27](Cl)(=[O:34])[C:28]1[CH:33]=[CH:32][CH:31]=[N:30][CH:29]=1, predict the reaction product. The product is: [C:1]1([C@@H:7]([NH:9][C:10]2[N:15]=[C:14]([N:16]3[C:20]4[CH:21]=[CH:22][C:23]([NH:25][C:27](=[O:34])[C:28]5[CH:33]=[CH:32][CH:31]=[N:30][CH:29]=5)=[CH:24][C:19]=4[N:18]=[CH:17]3)[CH:13]=[N:12][CH:11]=2)[CH3:8])[CH:6]=[CH:5][CH:4]=[CH:3][CH:2]=1. (5) Given the reactants [CH3:1][C@H:2]1[NH:7][C@@H:6]([CH3:8])[CH2:5][N:4]([CH2:9][C:10]([NH:12][C:13]2[CH:18]=[CH:17][CH:16]=[C:15]([F:19])[C:14]=2[CH3:20])=[O:11])[CH2:3]1.[C:21]([C:23]1[CH:28]=[CH:27][C:26]([S:29](Cl)(=[O:31])=[O:30])=[CH:25][CH:24]=1)#[N:22], predict the reaction product. The product is: [C:21]([C:23]1[CH:24]=[CH:25][C:26]([S:29]([N:7]2[C@@H:2]([CH3:1])[CH2:3][N:4]([CH2:9][C:10]([NH:12][C:13]3[CH:18]=[CH:17][CH:16]=[C:15]([F:19])[C:14]=3[CH3:20])=[O:11])[CH2:5][C@H:6]2[CH3:8])(=[O:31])=[O:30])=[CH:27][CH:28]=1)#[N:22]. (6) Given the reactants [Cl:1][C:2]1[CH:8]=[CH:7][CH:6]=[CH:5][C:3]=1[NH2:4].CN(C(ON1N=NC2C=CC=NC1=2)=[N+](C)C)C.F[P-](F)(F)(F)(F)F.ONN1C=CN=N1.C(N(CC)C(C)C)(C)C.[Cl:49][C:50]1[CH:51]=[CH:52][C:53]2[N:54]([CH:56]=[C:57]([C:59](O)=[O:60])[N:58]=2)[CH:55]=1, predict the reaction product. The product is: [Cl:49][C:50]1[CH:51]=[CH:52][C:53]2[N:54]([CH:56]=[C:57]([C:59]([NH:4][C:3]3[CH:5]=[CH:6][CH:7]=[CH:8][C:2]=3[Cl:1])=[O:60])[N:58]=2)[CH:55]=1. (7) Given the reactants [OH:1][C:2]1[CH:9]=[CH:8][C:5]([CH:6]=[O:7])=[CH:4][C:3]=1[CH3:10].CCN(CC)CC.[S:18](O[S:18]([C:21]([F:24])([F:23])[F:22])(=[O:20])=[O:19])([C:21]([F:24])([F:23])[F:22])(=[O:20])=[O:19], predict the reaction product. The product is: [F:22][C:21]([F:24])([F:23])[S:18]([O:1][C:2]1[CH:9]=[CH:8][C:5]([CH:6]=[O:7])=[CH:4][C:3]=1[CH3:10])(=[O:20])=[O:19]. (8) Given the reactants C(OC([C:11]1[C:19]2[C:14](=[CH:15][CH:16]=[C:17](NCCN3CCCC3)[CH:18]=2)[NH:13][C:12]=1C)=O)C1C=CC=CC=1.C([N:31](CC)CC)C.C(Cl)(=O)C, predict the reaction product. The product is: [NH:13]1[C:14]2[C:19](=[CH:18][CH:17]=[CH:16][CH:15]=2)[CH:11]=[C:12]1[NH2:31]. (9) The product is: [F:27][C:22]1[CH:21]=[C:20]([CH:18]2[CH2:19][CH:17]2[C:15]([OH:16])=[O:14])[CH:25]=[CH:24][C:23]=1[O:26][CH2:2][C:3]1[C:4]([S:9][CH2:10][CH2:11][CH3:12])=[N:5][CH:6]=[CH:7][CH:8]=1. Given the reactants Cl[CH2:2][C:3]1[C:4]([S:9][CH2:10][CH2:11][CH3:12])=[N:5][CH:6]=[CH:7][CH:8]=1.C[O:14][C:15]([CH:17]1[CH2:19][CH:18]1[C:20]1[CH:25]=[CH:24][C:23]([OH:26])=[C:22]([F:27])[CH:21]=1)=[O:16], predict the reaction product.